From a dataset of Peptide-MHC class II binding affinity with 134,281 pairs from IEDB. Regression. Given a peptide amino acid sequence and an MHC pseudo amino acid sequence, predict their binding affinity value. This is MHC class II binding data. (1) The peptide sequence is KNVFDDVVPEKYTIG. The MHC is DRB1_0401 with pseudo-sequence DRB1_0401. The binding affinity (normalized) is 0.348. (2) The binding affinity (normalized) is 0.323. The MHC is DRB1_0901 with pseudo-sequence DRB1_0901. The peptide sequence is SQIPISINYRTEIDK. (3) The peptide sequence is VTGSVVCTTAAGNVNIAIGG. The MHC is H-2-IAb with pseudo-sequence H-2-IAb. The binding affinity (normalized) is 0. (4) The peptide sequence is NMEVRGGMVAPLYGV. The MHC is HLA-DQA10201-DQB10303 with pseudo-sequence HLA-DQA10201-DQB10303. The binding affinity (normalized) is 0.631. (5) The peptide sequence is NIVVNVFNQLDQPLL. The MHC is DRB1_1501 with pseudo-sequence DRB1_1501. The binding affinity (normalized) is 0.522. (6) The MHC is HLA-DQA10501-DQB10301 with pseudo-sequence HLA-DQA10501-DQB10301. The peptide sequence is INEPTAEAIAYGLDR. The binding affinity (normalized) is 0.396. (7) The peptide sequence is LSGLKRASASSLRSI. The MHC is DRB1_0701 with pseudo-sequence DRB1_0701. The binding affinity (normalized) is 0.